Dataset: Forward reaction prediction with 1.9M reactions from USPTO patents (1976-2016). Task: Predict the product of the given reaction. (1) Given the reactants C(OC(=O)C([NH:16][C:17](=[O:32])[C:18]1[CH:23]=[CH:22][C:21]([NH:24][C:25]([O:27][C:28]([CH3:31])([CH3:30])[CH3:29])=[O:26])=[CH:20][CH:19]=1)CC1C=CC(C#N)=C(F)C=1)C.CCN=C=NCCCN(C)C.[C:45]([O:49][C:50]([NH:52][C:53]1[CH:61]=[CH:60][C:56]([C:57]([OH:59])=O)=[CH:55][CH:54]=1)=[O:51])([CH3:48])([CH3:47])[CH3:46].C([O:64][C:65](=[O:78])[CH:66]([NH2:77])[CH2:67][C:68]1[CH:73]=[CH:72][C:71]([C:74]#[N:75])=[C:70]([F:76])[CH:69]=1)C, predict the reaction product. The product is: [C:45]([O:49][C:50]([NH:52][C:53]1[CH:54]=[CH:55][C:56]([C:57]([NH:77][CH:66]([CH2:67][C:68]2[CH:73]=[CH:72][C:71]([C:74]3[N:16]=[C:17]([C:18]4[CH:19]=[CH:20][C:21]([NH:24][C:25]([O:27][C:28]([CH3:30])([CH3:31])[CH3:29])=[O:26])=[CH:22][CH:23]=4)[O:32][N:75]=3)=[C:70]([F:76])[CH:69]=2)[C:65]([OH:78])=[O:64])=[O:59])=[CH:60][CH:61]=1)=[O:51])([CH3:46])([CH3:47])[CH3:48]. (2) Given the reactants B1([O-])OO1.[OH2:5].[OH2:6].O.O.[Na+].[Cl:10][C:11]1[N:16]=[C:15]([NH:17][C:18]2[CH:19]=[CH:20][CH:21]=[C:22]3[C:27]=2[S:26][CH2:25][CH2:24][CH2:23]3)[C:14]([Cl:28])=[CH:13][N:12]=1.O, predict the reaction product. The product is: [Cl:10][C:11]1[N:16]=[C:15]([NH:17][C:18]2[CH:19]=[CH:20][CH:21]=[C:22]3[C:27]=2[S:26](=[O:6])(=[O:5])[CH2:25][CH2:24][CH2:23]3)[C:14]([Cl:28])=[CH:13][N:12]=1.